Dataset: Catalyst prediction with 721,799 reactions and 888 catalyst types from USPTO. Task: Predict which catalyst facilitates the given reaction. Reactant: FC(F)(F)C(O)=O.[Cl:8][C:9]1[CH:10]=[CH:11][C:12]([C:15]([NH:17][C:18]2[CH:19]=[CH:20][C:21]([F:42])=[C:22]([C@:24]34[CH2:33][CH2:32][CH2:31][CH2:30][C@H:29]3[CH2:28][S:27][C:26]([NH:34]C(=O)OC(C)(C)C)=[N:25]4)[CH:23]=2)=[O:16])=[N:13][CH:14]=1.C(=O)(O)[O-].[Na+]. Product: [NH2:34][C:26]1[S:27][CH2:28][C@@H:29]2[CH2:30][CH2:31][CH2:32][CH2:33][C@:24]2([C:22]2[CH:23]=[C:18]([NH:17][C:15]([C:12]3[CH:11]=[CH:10][C:9]([Cl:8])=[CH:14][N:13]=3)=[O:16])[CH:19]=[CH:20][C:21]=2[F:42])[N:25]=1. The catalyst class is: 268.